This data is from Reaction yield outcomes from USPTO patents with 853,638 reactions. The task is: Predict the reaction yield, written as a fraction of the theoretical maximum amount of product (1.0 means a 100% yield; for example, 0.34 means a 34% yield). (1) The reactants are [CH3:1][O:2][C:3]([C:5]1[S:15][C:8]2=[N:9][C:10]([CH2:13]Br)=[CH:11][CH:12]=[C:7]2[C:6]=1[O:16][CH2:17][C:18]([O:20][C:21]([CH3:24])([CH3:23])[CH3:22])=[O:19])=[O:4].C([N:27](CC)CC)C.[C:32]([Cl:40])(=[O:39])[C:33]1[CH:38]=[CH:37][CH:36]=[CH:35][CH:34]=1. The catalyst is ClCCl. The product is [ClH:40].[CH3:1][O:2][C:3]([C:5]1[S:15][C:8]2=[N:9][C:10]([CH2:13][NH:27][C:32](=[O:39])[C:33]3[CH:38]=[CH:37][CH:36]=[CH:35][CH:34]=3)=[CH:11][CH:12]=[C:7]2[C:6]=1[O:16][CH2:17][C:18]([O:20][C:21]([CH3:24])([CH3:23])[CH3:22])=[O:19])=[O:4]. The yield is 0.930. (2) The reactants are [OH:1][C:2]1[C:11]([C:12]2[CH:17]=[CH:16][CH:15]=[CH:14][CH:13]=2)=[CH:10][C:9]2[N:8]=[C:7]([C:18]3[CH:23]=[CH:22][CH:21]=[CH:20][CH:19]=3)[CH:6]=[N:5][C:4]=2[C:3]=1[C:24]([OH:26])=O.Cl.C([NH:30][CH2:31][C:32]([OH:34])=[O:33])C.[CH2:35](N(CC)CC)[CH3:36].C1CN([P+](ON2N=NC3C=CC=CC2=3)(N2CCCC2)N2CCCC2)CC1.F[P-](F)(F)(F)(F)F. The catalyst is CN(C)C=O. The product is [OH:1][C:2]1[C:3]([C:24]([NH:30][CH2:31][C:32]([O:34][CH2:35][CH3:36])=[O:33])=[O:26])=[C:4]2[C:9](=[CH:10][C:11]=1[C:12]1[CH:13]=[CH:14][CH:15]=[CH:16][CH:17]=1)[N:8]=[C:7]([C:18]1[CH:19]=[CH:20][CH:21]=[CH:22][CH:23]=1)[CH:6]=[N:5]2. The yield is 0.820. (3) The reactants are [Cl:1][C:2]1[N:7]=[C:6](Cl)[C:5]([N+:9]([O-:11])=[O:10])=[CH:4][N:3]=1.[NH2:12][C:13]1[CH:21]=[C:20]2[C:16]([C:17]([CH3:24])([CH3:23])[C:18](=[O:22])[NH:19]2)=[CH:15][CH:14]=1. The catalyst is O1CCOCC1. The product is [Cl:1][C:2]1[N:7]=[C:6]([NH:12][C:13]2[CH:21]=[C:20]3[C:16]([C:17]([CH3:24])([CH3:23])[C:18](=[O:22])[NH:19]3)=[CH:15][CH:14]=2)[C:5]([N+:9]([O-:11])=[O:10])=[CH:4][N:3]=1. The yield is 0.780. (4) The reactants are [CH2:1]1[C:9]2[C:4](=[CH:5][CH:6]=[CH:7][CH:8]=2)[CH2:3][CH:2]1[C@H:10]1[NH:15][C:14](=[O:16])[C@@H:13]([C@@H:17]([CH3:20])[CH2:18][CH3:19])[N:12]([CH:21]([C:39]2[CH:40]=[N:41][C:42]([CH3:46])=[CH:43][C:44]=2[CH3:45])[C:22]([NH:24][C:25]2[CH:30]=[CH:29][CH:28]=[CH:27][C:26]=2[O:31]CC2C=CC=CC=2)=[O:23])[C:11]1=[O:47]. The catalyst is C(O)C.[Pd]. The product is [CH2:1]1[C:9]2[C:4](=[CH:5][CH:6]=[CH:7][CH:8]=2)[CH2:3][CH:2]1[C@H:10]1[NH:15][C:14](=[O:16])[C@@H:13]([C@@H:17]([CH3:20])[CH2:18][CH3:19])[N:12]([CH:21]([C:39]2[CH:40]=[N:41][C:42]([CH3:46])=[CH:43][C:44]=2[CH3:45])[C:22]([NH:24][C:25]2[CH:30]=[CH:29][CH:28]=[CH:27][C:26]=2[OH:31])=[O:23])[C:11]1=[O:47]. The yield is 0.870.